From a dataset of Catalyst prediction with 721,799 reactions and 888 catalyst types from USPTO. Predict which catalyst facilitates the given reaction. (1) Reactant: [Cl:1][C:2]1[CH:7]=[CH:6][C:5]([NH:8][C:9](=[O:15])[C:10]([O:12]CC)=O)=[CH:4][C:3]=1[F:16].[NH2:17][C@@H:18]1[C:26]2[C:21](=[CH:22][CH:23]=[CH:24][CH:25]=2)[CH2:20][C@@H:19]1[OH:27]. Product: [Cl:1][C:2]1[CH:7]=[CH:6][C:5]([NH:8][C:9](=[O:15])[C:10]([NH:17][C@@H:18]2[C:26]3[C:21](=[CH:22][CH:23]=[CH:24][CH:25]=3)[CH2:20][C@@H:19]2[OH:27])=[O:12])=[CH:4][C:3]=1[F:16]. The catalyst class is: 12. (2) Reactant: [Br:1][C:2]1[CH:3]=[CH:4][C:5]([OH:11])=[C:6]([C:8](=[O:10])[CH3:9])[CH:7]=1.[CH3:12][C:13]1([CH3:21])[CH2:18][CH:17]([CH:19]=O)[CH2:16][CH2:15][O:14]1.N1CCCC1. Product: [Br:1][C:2]1[CH:7]=[C:6]2[C:5](=[CH:4][CH:3]=1)[O:11][CH:19]([CH:17]1[CH2:16][CH2:15][O:14][C:13]([CH3:21])([CH3:12])[CH2:18]1)[CH2:9][C:8]2=[O:10]. The catalyst class is: 5. (3) Reactant: O=C1C2C(=CC=CC=2)C(=O)[N:3]1[CH2:12][CH2:13][N:14]1[C:23]2[C:18](=[N:19][CH:20]=[C:21]([CH2:24][C:25]3[CH:30]=[CH:29][C:28]([F:31])=[CH:27][CH:26]=3)[CH:22]=2)[C:17]([OH:32])=[C:16]([C:33](OCC)=[O:34])[C:15]1=[O:38].[O:39]1[CH2:43][CH2:42][CH2:41][CH:40]1[CH2:44][NH2:45].NN. Product: [NH2:3][CH2:12][CH2:13][N:14]1[C:23]2[C:18](=[N:19][CH:20]=[C:21]([CH2:24][C:25]3[CH:26]=[CH:27][C:28]([F:31])=[CH:29][CH:30]=3)[CH:22]=2)[C:17]([OH:32])=[C:16]([C:33]([NH:45][CH2:44][CH:40]2[CH2:41][CH2:42][CH2:43][O:39]2)=[O:34])[C:15]1=[O:38]. The catalyst class is: 88.